The task is: Predict the reaction yield, written as a fraction of the theoretical maximum amount of product (1.0 means a 100% yield; for example, 0.34 means a 34% yield).. This data is from Reaction yield outcomes from USPTO patents with 853,638 reactions. (1) The reactants are [Cl:1][CH2:2][CH2:3][C:4]([C:6]1[CH:11]=[CH:10][CH:9]=[CH:8][CH:7]=1)=[O:5].[CH2:12]([Mg]Br)[CH:13]=[CH2:14]. The catalyst is C1COCC1. The product is [Cl:1][CH2:2][CH2:3][C:4]([C:6]1[CH:11]=[CH:10][CH:9]=[CH:8][CH:7]=1)([OH:5])[CH2:14][CH:13]=[CH2:12]. The yield is 0.860. (2) The reactants are [C:1]([O:4][CH2:5][C:6]1[C:11]([N:12]2[CH2:24][CH2:23][N:15]3[C:16]4[CH2:17][CH2:18][CH2:19][CH2:20][C:21]=4[CH:22]=[C:14]3[C:13]2=[O:25])=[CH:10][C:9]([F:26])=[CH:8][C:7]=1N1CCN2C3CCCCC=3C=C2C1=O)(=[O:3])[CH3:2].Br[C:42]1[CH:43]=[C:44]([NH:50][C:51]2[CH:55]=[C:54]([CH2:56][O:57][CH3:58])[N:53]([CH3:59])[N:52]=2)[C:45](=[O:49])[N:46]([CH3:48])[CH:47]=1.C([O-])([O-])=O.[Na+].[Na+]. The catalyst is CN(C=O)C.C1C=CC(P(C2C=CC=CC=2)[C-]2C=CC=C2)=CC=1.C1C=CC(P(C2C=CC=CC=2)[C-]2C=CC=C2)=CC=1.Cl[Pd]Cl.[Fe+2]. The product is [C:1]([O:4][CH2:5][C:6]1[C:11]([N:12]2[CH2:24][CH2:23][N:15]3[C:20]4[CH2:19][CH2:18][CH2:17][CH2:16][C:21]=4[CH:22]=[C:14]3[C:13]2=[O:25])=[CH:10][C:9]([F:26])=[CH:8][C:7]=1[C:42]1[CH:43]=[C:44]([NH:50][C:51]2[CH:55]=[C:54]([CH2:56][O:57][CH3:58])[N:53]([CH3:59])[N:52]=2)[C:45](=[O:49])[N:46]([CH3:48])[CH:47]=1)(=[O:3])[CH3:2]. The yield is 0.530. (3) The product is [Cl:29][C:26]1[CH:25]=[CH:24][C:23]([C:3]2[C:2]([C:36]3[C:31]([F:30])=[N:32][CH:33]=[CH:34][CH:35]=3)=[N:7][N:6]3[C:8](=[O:22])[N:9]([CH2:11][C:12]4[CH:13]=[N:14][C:15]([C:18]([F:19])([F:20])[F:21])=[CH:16][CH:17]=4)[N:10]=[C:5]3[CH:4]=2)=[CH:28][CH:27]=1. No catalyst specified. The reactants are Cl[C:2]1[C:3]([C:23]2[CH:28]=[CH:27][C:26]([Cl:29])=[CH:25][CH:24]=2)=[CH:4][C:5]2[N:6]([C:8](=[O:22])[N:9]([CH2:11][C:12]3[CH:13]=[N:14][C:15]([C:18]([F:21])([F:20])[F:19])=[CH:16][CH:17]=3)[N:10]=2)[N:7]=1.[F:30][C:31]1[C:36](B(O)O)=[CH:35][CH:34]=[CH:33][N:32]=1.ClC1C=CC(C2C(C3C=CC=CC=3)=NN3C(=O)N(CC4C=NC(C(F)(F)F)=CC=4)N=C3C=2)=CC=1. The yield is 0.420. (4) The reactants are Br[C:2]1[CH:3]=[C:4]([CH:26]=[CH:27][CH:28]=1)[C:5]([NH:7][C:8]1[CH:13]=[CH:12][C:11]([N:14]2[C:18]([C:19]([F:22])([F:21])[F:20])=[CH:17][C:16]([O:23][CH2:24][CH3:25])=[N:15]2)=[CH:10][N:9]=1)=[O:6].[N:29]1([C:34]([C:36]2[CH:41]=[CH:40][C:39](B(O)O)=[CH:38][CH:37]=2)=[O:35])[CH2:33][CH2:32][CH2:31][CH2:30]1.C(=O)([O-])[O-].[Cs+].[Cs+]. The catalyst is CN(C)C=O.O. The product is [CH2:24]([O:23][C:16]1[CH:17]=[C:18]([C:19]([F:22])([F:21])[F:20])[N:14]([C:11]2[CH:12]=[CH:13][C:8]([NH:7][C:5]([C:4]3[CH:3]=[C:2]([C:39]4[CH:38]=[CH:37][C:36]([C:34]([N:29]5[CH2:30][CH2:31][CH2:32][CH2:33]5)=[O:35])=[CH:41][CH:40]=4)[CH:28]=[CH:27][CH:26]=3)=[O:6])=[N:9][CH:10]=2)[N:15]=1)[CH3:25]. The yield is 0.470. (5) The reactants are [Br-].[Br-].[Br-].[NH+]1C=CC=CC=1.[NH+]1C=CC=CC=1.[NH+]1C=CC=CC=1.[NH:22]1[C:30]2[C:25](=[C:26]([C:31]3[CH:32]=[CH:33][C:34]([NH2:37])=[N:35][CH:36]=3)[CH:27]=[CH:28][CH:29]=2)[CH:24]=[CH:23]1.[OH2:38]. The catalyst is CC(O)(C)C.C(O)C.C(O)(=O)C.[Zn]. The product is [NH2:37][C:34]1[N:35]=[CH:36][C:31]([C:26]2[CH:27]=[CH:28][CH:29]=[C:30]3[C:25]=2[CH2:24][C:23](=[O:38])[NH:22]3)=[CH:32][CH:33]=1. The yield is 0.970. (6) The reactants are [Cl-].O[NH3+:3].[C:4](=[O:7])([O-])[OH:5].[Na+].CS(C)=O.[CH2:13]([C:17]1[N:18]=[C:19]([CH3:48])[N:20]([CH2:39][C:40]2[C:45]([F:46])=[CH:44][CH:43]=[CH:42][C:41]=2[F:47])[C:21](=[O:38])[C:22]=1[CH2:23][C:24]1[CH:29]=[CH:28][C:27]([C:30]2[C:31]([C:36]#[N:37])=[CH:32][CH:33]=[CH:34][CH:35]=2)=[CH:26][CH:25]=1)[CH2:14][CH2:15][CH3:16]. The catalyst is C(OCC)(=O)C. The product is [CH2:13]([C:17]1[N:18]=[C:19]([CH3:48])[N:20]([CH2:39][C:40]2[C:45]([F:46])=[CH:44][CH:43]=[CH:42][C:41]=2[F:47])[C:21](=[O:38])[C:22]=1[CH2:23][C:24]1[CH:25]=[CH:26][C:27]([C:30]2[CH:35]=[CH:34][CH:33]=[CH:32][C:31]=2[C:36]2[NH:3][C:4](=[O:7])[O:5][N:37]=2)=[CH:28][CH:29]=1)[CH2:14][CH2:15][CH3:16]. The yield is 0.750. (7) The reactants are [Br:1][C:2]1[NH:6][N:5]=[CH:4][N:3]=1.Cl[CH2:8][C:9]1[CH:14]=[CH:13][C:12]([O:15][CH3:16])=[CH:11][CH:10]=1.C(N(CC)C(C)C)(C)C.[I-].[K+]. The catalyst is C(#N)C. The product is [Br:1][C:2]1[N:3]=[CH:4][N:5]([CH2:8][C:9]2[CH:14]=[CH:13][C:12]([O:15][CH3:16])=[CH:11][CH:10]=2)[N:6]=1. The yield is 0.430.